Dataset: Full USPTO retrosynthesis dataset with 1.9M reactions from patents (1976-2016). Task: Predict the reactants needed to synthesize the given product. (1) Given the product [Br:13][C:14]1[CH:15]=[C:16]([NH:17][S:3]([NH:2][CH3:1])(=[O:6])=[O:4])[CH:18]=[CH:19][CH:20]=1, predict the reactants needed to synthesize it. The reactants are: [CH3:1][NH:2][S:3](=[O:6])(=O)[OH:4].P(Cl)(Cl)(Cl)(Cl)Cl.[Br:13][C:14]1[CH:15]=[C:16]([CH:18]=[CH:19][CH:20]=1)[NH2:17]. (2) The reactants are: C(Cl)(=O)C(Cl)=O.CS(C)=O.[Cl:11][C:12]1[CH:31]=[C:30]([Cl:32])[CH:29]=[CH:28][C:13]=1[CH2:14][N:15]1[C:19]([CH2:20][OH:21])=[CH:18][C:17]([C:22]2[CH:27]=[CH:26][CH:25]=[CH:24][CH:23]=2)=[N:16]1.C(N(CC)CC)C. Given the product [Cl:11][C:12]1[CH:31]=[C:30]([Cl:32])[CH:29]=[CH:28][C:13]=1[CH2:14][N:15]1[C:19]([CH:20]=[O:21])=[CH:18][C:17]([C:22]2[CH:27]=[CH:26][CH:25]=[CH:24][CH:23]=2)=[N:16]1, predict the reactants needed to synthesize it. (3) The reactants are: [Cl:1][C:2]1[N:7]=[CH:6][C:5]([CH2:8][N:9]2[C:13](=[O:14])[CH2:12][CH:11]([OH:15])[C:10]2=[O:16])=[CH:4][CH:3]=1.N1C=CC=CC=1.[Br:23][CH2:24][C:25](Br)=[O:26]. Given the product [Br:23][CH2:24][C:25]([O:15][CH:11]1[CH2:12][C:13](=[O:14])[N:9]([CH2:8][C:5]2[CH:6]=[N:7][C:2]([Cl:1])=[CH:3][CH:4]=2)[C:10]1=[O:16])=[O:26], predict the reactants needed to synthesize it. (4) Given the product [F:19][C:17]1[CH:18]=[C:13]([CH:10]2[CH2:11][O:21][C:8](=[O:7])[NH:9]2)[CH:14]=[C:15]([F:20])[CH:16]=1, predict the reactants needed to synthesize it. The reactants are: [H-].[Na+].C([O:7][C:8](=[O:21])[NH:9][CH:10]([C:13]1[CH:18]=[C:17]([F:19])[CH:16]=[C:15]([F:20])[CH:14]=1)[CH2:11]O)(C)(C)C. (5) The reactants are: [CH3:1][O:2][C:3]1[CH:4]=[C:5]([CH:29]=[CH:30][CH:31]=1)[CH2:6][NH:7][C:8]([C:10]1[CH:15]=[CH:14][C:13]([C:16]2[CH:21]=[C:20]([C:22]3[O:23][C:24]([CH3:27])=[N:25][N:26]=3)[CH:19]=[CH:18][C:17]=2[CH3:28])=[CH:12][CH:11]=1)=[O:9].I[CH3:33]. Given the product [CH3:1][O:2][C:3]1[CH:4]=[C:5]([CH:29]=[CH:30][CH:31]=1)[CH2:6][N:7]([CH3:33])[C:8]([C:10]1[CH:11]=[CH:12][C:13]([C:16]2[CH:21]=[C:20]([C:22]3[O:23][C:24]([CH3:27])=[N:25][N:26]=3)[CH:19]=[CH:18][C:17]=2[CH3:28])=[CH:14][CH:15]=1)=[O:9], predict the reactants needed to synthesize it. (6) Given the product [CH:27]([C:25]1[N:26]=[C:22]([C:20]2[CH:8]=[C:7]([OH:9])[C:10]3[C:11](=[C:12]([CH3:18])[C:13]([O:16][CH3:17])=[CH:14][CH:15]=3)[N:19]=2)[S:23][CH:24]=1)([CH3:29])[CH3:28], predict the reactants needed to synthesize it. The reactants are: CC(C)([O-])C.[Na+].[C:7]([C:10]1[CH:15]=[CH:14][C:13]([O:16][CH3:17])=[C:12]([CH3:18])[C:11]=1[NH:19][C:20]([C:22]1[S:23][CH:24]=[C:25]([CH:27]([CH3:29])[CH3:28])[N:26]=1)=O)(=[O:9])[CH3:8].